This data is from Full USPTO retrosynthesis dataset with 1.9M reactions from patents (1976-2016). The task is: Predict the reactants needed to synthesize the given product. (1) Given the product [CH3:18][O:19][CH:12]([CH2:13][O:14][CH3:20])[CH2:11][O:10][CH2:3][C:4]1[CH:5]=[CH:6][CH:7]=[CH:8][CH:9]=1, predict the reactants needed to synthesize it. The reactants are: [H-].[Na+].[CH2:3]([O:10][CH2:11][CH:12](O)[CH2:13][OH:14])[C:4]1[CH:9]=[CH:8][CH:7]=[CH:6][CH:5]=1.IC.[CH3:18][OH:19].[CH2:20]1COCC1. (2) Given the product [C:1]1([C:14]2[CH:19]=[CH:18][CH:17]=[CH:16][CH:15]=2)[CH:2]=[CH:3][C:4]([O:7][CH2:8][CH2:9][CH2:10][C:11]([NH:24][CH2:23][CH:22]([OH:21])[C:25]([F:28])([F:27])[F:26])=[O:13])=[CH:5][CH:6]=1, predict the reactants needed to synthesize it. The reactants are: [C:1]1([C:14]2[CH:19]=[CH:18][CH:17]=[CH:16][CH:15]=2)[CH:6]=[CH:5][C:4]([O:7][CH2:8][CH2:9][CH2:10][C:11]([O-:13])=O)=[CH:3][CH:2]=1.[Li+].[OH:21][CH:22]([C:25]([F:28])([F:27])[F:26])[CH2:23][NH2:24].CCN=C=NCCCN(C)C.C1C=CC2N(O)N=NC=2C=1.CN1CCOCC1. (3) Given the product [ClH:28].[CH2:2]([CH:9]([CH2:14][N:15]1[CH2:16][CH2:17][C:18]([C:22]2[CH:23]=[CH:24][C:25]([Cl:28])=[CH:26][CH:27]=2)([F:21])[CH2:19][CH2:20]1)[C:10]([OH:12])=[O:11])[C:3]1[CH:4]=[CH:5][CH:6]=[CH:7][CH:8]=1, predict the reactants needed to synthesize it. The reactants are: Cl.[CH2:2]([CH:9]([CH2:14][N:15]1[CH2:20][CH2:19][C:18]([C:22]2[CH:27]=[CH:26][C:25]([Cl:28])=[CH:24][CH:23]=2)([F:21])[CH2:17][CH2:16]1)[C:10]([O:12]C)=[O:11])[C:3]1[CH:8]=[CH:7][CH:6]=[CH:5][CH:4]=1.[OH-].[Na+]. (4) Given the product [C:28]1([C:26]2[CH:25]=[N:24][C:23](=[O:34])[N:22]([CH2:21][CH2:20][CH2:19][CH2:18][N:11]3[CH2:12][C@H:13]4[C@:9]([C:6]5[CH:5]=[CH:4][C:3]([C:2]([F:1])([F:15])[F:16])=[CH:8][CH:7]=5)([CH2:14]4)[CH2:10]3)[CH:27]=2)[CH:29]=[CH:30][CH:31]=[CH:32][CH:33]=1, predict the reactants needed to synthesize it. The reactants are: [F:1][C:2]([F:16])([F:15])[C:3]1[CH:8]=[CH:7][C:6]([C@:9]23[CH2:14][C@H:13]2[CH2:12][NH:11][CH2:10]3)=[CH:5][CH:4]=1.Cl[CH2:18][CH2:19][CH2:20][CH2:21][N:22]1[CH:27]=[C:26]([C:28]2[CH:33]=[CH:32][CH:31]=[CH:30][CH:29]=2)[CH:25]=[N:24][C:23]1=[O:34].C(N(CC)CC)C. (5) Given the product [CH3:23][O:24]/[CH:25]=[CH:9]/[C:8]1[CH:7]=[CH:14][C:13]([C:15]([OH:16])=[O:19])=[CH:12][CH:11]=1, predict the reactants needed to synthesize it. The reactants are: [Li]C(C)(C)C.C[C:7]1[CH:14]=[C:13]([CH:15]=[O:16])[CH:12]=[CH:11][C:8]=1[CH:9]=O.[NH4+].[Cl-].[OH:19][Li].O.C[CH2:23][O:24][CH2:25]C. (6) Given the product [F:1][C:2]1[C:3]2[N:10]=[C:11]([C:28]([F:33])([F:32])[F:27])[S:12][C:4]=2[C:5]([OH:8])=[CH:6][CH:7]=1, predict the reactants needed to synthesize it. The reactants are: [F:1][C:2]1[CH:7]=[CH:6][C:5]([O:8]C)=[CH:4][C:3]=1[NH:10][C:11](N)=[S:12].C[Si](OP(=O)=O)(C)C.C(=O)(O)[O-].[Na+].[F:27][C:28]([F:33])([F:32])C(O)=O.